This data is from Reaction yield outcomes from USPTO patents with 853,638 reactions. The task is: Predict the reaction yield, written as a fraction of the theoretical maximum amount of product (1.0 means a 100% yield; for example, 0.34 means a 34% yield). (1) The reactants are [CH2:1]([O:3][C:4](=[O:28])[CH2:5][C:6]1[N:7]=[C:8]([NH:11][C:12](=[O:27])[CH:13]([C:20]2[CH:25]=[CH:24][CH:23]=[C:22]([Cl:26])[CH:21]=2)[CH2:14][CH:15]2[CH2:19][CH2:18][CH2:17][CH2:16]2)[S:9][CH:10]=1)C. The catalyst is CO. The product is [CH3:1][O:3][C:4](=[O:28])[CH2:5][C:6]1[N:7]=[C:8]([NH:11][C:12](=[O:27])[CH:13]([C:20]2[CH:25]=[CH:24][CH:23]=[C:22]([Cl:26])[CH:21]=2)[CH2:14][CH:15]2[CH2:16][CH2:17][CH2:18][CH2:19]2)[S:9][CH:10]=1. The yield is 0.609. (2) The reactants are [N:1]([C:4]1[CH:5]=[CH:6][C:7]([CH3:22])=[C:8]([NH:10][C:11]2[O:12][C:13]([C:16]3[CH:21]=[CH:20][N:19]=[CH:18][CH:17]=3)=[CH:14][N:15]=2)[CH:9]=1)=[C:2]=S.[NH2:23][C:24]1[CH:29]=[C:28]([Cl:30])[CH:27]=[CH:26][C:25]=1[OH:31]. The catalyst is CN(C=O)C.[Hg]=O. The yield is 0.690. The product is [Cl:30][C:28]1[CH:27]=[CH:26][C:25]2[O:31][C:2]([NH:1][C:4]3[CH:5]=[CH:6][C:7]([CH3:22])=[C:8]([NH:10][C:11]4[O:12][C:13]([C:16]5[CH:21]=[CH:20][N:19]=[CH:18][CH:17]=5)=[CH:14][N:15]=4)[CH:9]=3)=[N:23][C:24]=2[CH:29]=1. (3) The reactants are [C:1]12([N:6]3[C:10]4[N:11]=[C:12]([NH:15][CH2:16][C:17]5[CH:22]=[CH:21][C:20]([O:23][CH3:24])=[CH:19][CH:18]=5)[N:13]=[CH:14][C:9]=4[C:8]([C:25]([C:27]4[CH:28]=[N:29][CH:30]=[C:31](Br)[CH:32]=4)=[O:26])=[CH:7]3)[CH2:5][CH:3]([CH2:4]1)[CH2:2]2.[C:34](=[NH:47])([C:41]1[CH:46]=[CH:45][CH:44]=[CH:43][CH:42]=1)[C:35]1[CH:40]=[CH:39][CH:38]=[CH:37][CH:36]=1.C(=O)([O-])[O-].[Cs+].[Cs+].C1C=CC(P(C2C(C3C(P(C4C=CC=CC=4)C4C=CC=CC=4)=CC=C4C=3C=CC=C4)=C3C(C=CC=C3)=CC=2)C2C=CC=CC=2)=CC=1. The catalyst is C1(C)C=CC=CC=1.CC([O-])=O.CC([O-])=O.[Pd+2]. The product is [C:34](=[N:47][C:31]1[CH:32]=[C:27]([C:25]([C:8]2[C:9]3[CH:14]=[N:13][C:12]([NH:15][CH2:16][C:17]4[CH:22]=[CH:21][C:20]([O:23][CH3:24])=[CH:19][CH:18]=4)=[N:11][C:10]=3[N:6]([C:1]34[CH2:2][CH:3]([CH2:5]3)[CH2:4]4)[CH:7]=2)=[O:26])[CH:28]=[N:29][CH:30]=1)([C:41]1[CH:42]=[CH:43][CH:44]=[CH:45][CH:46]=1)[C:35]1[CH:40]=[CH:39][CH:38]=[CH:37][CH:36]=1. The yield is 0.850. (4) The catalyst is CO. The product is [CH3:21][C:20]1[O:19][N:18]=[C:17]([C:22]2[CH:23]=[CH:24][CH:25]=[CH:26][CH:27]=2)[C:16]=1[CH2:15][O:14][C:11]1[N:10]=[N:9][C:8]([NH:4][C:1](=[O:3])[CH3:2])=[CH:13][CH:12]=1. The reactants are [C:1]([N:4]([C:8]1[N:9]=[N:10][C:11]([O:14][CH2:15][C:16]2[C:17]([C:22]3[CH:27]=[CH:26][CH:25]=[CH:24][CH:23]=3)=[N:18][O:19][C:20]=2[CH3:21])=[CH:12][CH:13]=1)C(=O)C)(=[O:3])[CH3:2].C(=O)(O)[O-].[Na+]. The yield is 0.650. (5) The reactants are [CH3:1][O:2][C:3]([C@@H:5]([N:13]1[CH2:21][C:17]2[CH:18]=[CH:19][S:20][C:16]=2[CH2:15][CH2:14]1)[C:6]1[CH:7]=[CH:8][CH:9]=[CH:10][C:11]=1[Cl:12])=[O:4].[S:22](=[O:26])(=[O:25])([OH:24])[OH:23]. The catalyst is C(O)(C)C. The product is [CH3:1][O:2][C:3]([C@@H:5]([N:13]1[CH2:21][C:17]2[CH:18]=[CH:19][S:20][C:16]=2[CH2:15][CH2:14]1)[C:6]1[C:11]([Cl:12])=[CH:10][CH:9]=[CH:8][CH:7]=1)=[O:4].[OH:25][S:22]([OH:26])(=[O:24])=[O:23]. The yield is 0.330. (6) The reactants are C([O:3][C:4]1[CH2:9][CH2:8][CH:7]([CH2:10][CH2:11][CH2:12][O:13][C:14](=[O:29])[NH:15][C:16]2[C:17](=[O:28])[O:18][C:19]3[C:24]([CH:25]=2)=[CH:23][CH:22]=[C:21]([O:26][CH3:27])[CH:20]=3)[C:6](=[O:30])[CH:5]=1)C. The catalyst is C1COCC1.C(Cl)Cl.Cl.O. The product is [CH3:27][O:26][C:21]1[CH:20]=[C:19]2[C:24]([CH:25]=[C:16]([NH:15][C:14](=[O:29])[O:13][CH2:12][CH2:11][CH2:10][CH:7]3[CH2:8][CH2:9][C:4](=[O:3])[CH2:5][C:6]3=[O:30])[C:17](=[O:28])[O:18]2)=[CH:23][CH:22]=1. The yield is 0.594. (7) The reactants are [CH2:1]([N:8]([CH2:18][CH2:19][CH2:20][N:21]([CH2:31][C:32]1[CH:37]=[CH:36][CH:35]=[CH:34][CH:33]=1)[C:22]([O:24][CH2:25][C:26]1[S:30][CH:29]=[N:28][CH:27]=1)=[O:23])[C:9](=[O:17])[O:10][CH2:11][C:12]1[S:16][CH:15]=[N:14][CH:13]=1)[C:2]1[CH:7]=[CH:6][CH:5]=[CH:4][CH:3]=1.[H-].[Na+].[C:40](C1C=CC(CBr)=CC=1)([CH3:43])([CH3:42])[CH3:41]. No catalyst specified. The product is [C:40]([C:35]1[CH:34]=[CH:33][C:32]([CH2:31][N:21]([CH2:20][CH2:19][CH2:18][N:8]([CH2:1][C:2]2[CH:7]=[CH:6][C:5]([C:2]([CH3:7])([CH3:3])[CH3:1])=[CH:4][CH:3]=2)[C:9]([O:10][CH2:11][C:12]2[S:16][CH:15]=[N:14][CH:13]=2)=[O:17])[C:22](=[O:23])[O:24][CH2:25][C:26]2[S:30][CH:29]=[N:28][CH:27]=2)=[CH:37][CH:36]=1)([CH3:43])([CH3:42])[CH3:41]. The yield is 0.320. (8) The reactants are [I:1][C:2]1[N:3]=[CH:4][NH:5][CH:6]=1.C([O-])([O-])=O.[Cs+].[Cs+].[CH3:13][C:14]1([CH3:17])[CH2:16][O:15]1. No catalyst specified. The product is [I:1][C:2]1[N:3]=[CH:4][N:5]([CH2:13][C:14]([CH3:17])([OH:15])[CH3:16])[CH:6]=1. The yield is 0.710.